From a dataset of Retrosynthesis with 50K atom-mapped reactions and 10 reaction types from USPTO. Predict the reactants needed to synthesize the given product. (1) Given the product CC(C)(C)OC(=O)N1CCC[C@@H](CNc2nc(NCc3ccc(F)c(F)c3)ncc2[N+](=O)[O-])C1, predict the reactants needed to synthesize it. The reactants are: CC(C)(C)OC(=O)N1CCC[C@@H](CNc2nc(Cl)ncc2[N+](=O)[O-])C1.NCc1ccc(F)c(F)c1. (2) The reactants are: COC(=O)COc1cccc(Nc2ncnc3oc(-c4ccc(Br)cc4)c(-c4ccc(F)cc4)c23)c1. Given the product COC(=O)COc1cccc(Nc2ncnc3oc(-c4ccccc4)c(-c4ccc(F)cc4)c23)c1, predict the reactants needed to synthesize it.